This data is from Catalyst prediction with 721,799 reactions and 888 catalyst types from USPTO. The task is: Predict which catalyst facilitates the given reaction. (1) Reactant: [N:1]1[C:10]2[C:5](=[CH:6][C:7]([CH2:11][N:12]3[C:16]4=[N:17][C:18]([C:21]5[CH:29]=[CH:28][C:24]([C:25]([OH:27])=O)=[CH:23][CH:22]=5)=[CH:19][CH:20]=[C:15]4[N:14]=[N:13]3)=[CH:8][CH:9]=2)[CH:4]=[CH:3][CH:2]=1.C1C=CC2N(O)N=NC=2C=1.CCN=C=NCCCN(C)C.Cl.C(N(CC)CC)C.[C:59]([N:66]1[CH2:71][CH2:70][CH:69]([NH2:72])[CH2:68][CH2:67]1)([O:61][C:62]([CH3:65])([CH3:64])[CH3:63])=[O:60]. Product: [N:1]1[C:10]2[C:5](=[CH:6][C:7]([CH2:11][N:12]3[C:16]4=[N:17][C:18]([C:21]5[CH:22]=[CH:23][C:24]([C:25]([NH:72][CH:69]6[CH2:68][CH2:67][N:66]([C:59]([O:61][C:62]([CH3:65])([CH3:64])[CH3:63])=[O:60])[CH2:71][CH2:70]6)=[O:27])=[CH:28][CH:29]=5)=[CH:19][CH:20]=[C:15]4[N:14]=[N:13]3)=[CH:8][CH:9]=2)[CH:4]=[CH:3][CH:2]=1. The catalyst class is: 18. (2) Reactant: [F:1][C:2]1([F:16])[CH2:7][CH2:6][CH:5]([C:8]([CH3:15])([CH3:14])[C:9]([O:11]CC)=[O:10])[CH2:4][CH2:3]1.[OH-].[Na+]. Product: [F:1][C:2]1([F:16])[CH2:3][CH2:4][CH:5]([C:8]([CH3:14])([CH3:15])[C:9]([OH:11])=[O:10])[CH2:6][CH2:7]1. The catalyst class is: 40. (3) Reactant: [CH3:1][O:2][C:3](=[O:20])[CH2:4][NH:5][S:6]([C:9]1[CH:14]=[CH:13][C:12]([O:15][CH2:16][CH:17]2[CH2:19][CH2:18]2)=[CH:11][CH:10]=1)(=[O:8])=[O:7].Cl[CH2:22][C:23]1[CH:28]=[CH:27][C:26]([N:29]2[N:33]=[CH:32][CH:31]=[N:30]2)=[CH:25][CH:24]=1.C([O-])([O-])=O.[K+].[K+]. Product: [CH3:1][O:2][C:3](=[O:20])[CH2:4][N:5]([S:6]([C:9]1[CH:14]=[CH:13][C:12]([O:15][CH2:16][CH:17]2[CH2:18][CH2:19]2)=[CH:11][CH:10]=1)(=[O:7])=[O:8])[CH2:22][C:23]1[CH:24]=[CH:25][C:26]([N:29]2[N:30]=[CH:31][CH:32]=[N:33]2)=[CH:27][CH:28]=1. The catalyst class is: 3. (4) Reactant: [Br:1][C:2]1[CH:7]=[CH:6][C:5]([F:8])=[CH:4][C:3]=1[N:9]1[CH:13]=[C:12]([Si](C)(C)C)[N:11]=[N:10]1.[F-].C([N+](CCCC)(CCCC)CCCC)CCC. Product: [Br:1][C:2]1[CH:7]=[CH:6][C:5]([F:8])=[CH:4][C:3]=1[N:9]1[CH:13]=[CH:12][N:11]=[N:10]1. The catalyst class is: 7.